This data is from Reaction yield outcomes from USPTO patents with 853,638 reactions. The task is: Predict the reaction yield, written as a fraction of the theoretical maximum amount of product (1.0 means a 100% yield; for example, 0.34 means a 34% yield). (1) The reactants are [CH2:1]([C@H:8]1[CH2:12][O:11][C:10](=[O:13])[NH:9]1)[C:2]1[CH:7]=[CH:6][CH:5]=[CH:4][CH:3]=1.[Li]CCCC.[CH:19]1([CH2:24][CH2:25][C:26](Cl)=[O:27])[CH2:23][CH2:22][CH2:21][CH2:20]1. The catalyst is C1COCC1. The product is [CH2:1]([C@H:8]1[CH2:12][O:11][C:10](=[O:13])[N:9]1[C:26](=[O:27])[CH2:25][CH2:24][CH:19]1[CH2:23][CH2:22][CH2:21][CH2:20]1)[C:2]1[CH:3]=[CH:4][CH:5]=[CH:6][CH:7]=1. The yield is 1.00. (2) The reactants are C([O-])([O-])=O.[K+].[K+].Cl[C:8]1[N:13]=[C:12]([NH:14][CH:15]2[CH2:20][CH2:19][N:18]([C:21]([O:23][C:24]([CH3:27])([CH3:26])[CH3:25])=[O:22])[CH2:17][CH2:16]2)[C:11]([N+:28]([O-:30])=[O:29])=[C:10]([N:31]2[CH2:36][CH2:35][O:34][CH2:33][CH2:32]2)[N:9]=1.[F:37][CH:38]([F:50])[C:39]1[NH:43][C:42]2[CH:44]=[CH:45][CH:46]=[C:47]([O:48][CH3:49])[C:41]=2[N:40]=1. The catalyst is CN(C=O)C.O. The product is [F:50][CH:38]([F:37])[C:39]1[N:43]([C:8]2[N:13]=[C:12]([NH:14][CH:15]3[CH2:16][CH2:17][N:18]([C:21]([O:23][C:24]([CH3:27])([CH3:26])[CH3:25])=[O:22])[CH2:19][CH2:20]3)[C:11]([N+:28]([O-:30])=[O:29])=[C:10]([N:31]3[CH2:32][CH2:33][O:34][CH2:35][CH2:36]3)[N:9]=2)[C:42]2[CH:44]=[CH:45][CH:46]=[C:47]([O:48][CH3:49])[C:41]=2[N:40]=1. The yield is 0.890. (3) The reactants are [Li+].[BH4-].[N:3]1([C:15]([O:17][CH2:18][C:19]2[CH:24]=[CH:23][CH:22]=[CH:21][CH:20]=2)=[O:16])[CH2:9][CH2:8][CH:7]=[C:6]([C:10](OCC)=[O:11])[CH2:5][CH2:4]1.C(OCC)(=O)C.CCCCCC. The catalyst is C1COCC1. The product is [OH:11][CH2:10][CH:6]1[CH2:7][CH2:8][CH2:9][N:3]([C:15]([O:17][CH2:18][C:19]2[CH:20]=[CH:21][CH:22]=[CH:23][CH:24]=2)=[O:16])[CH2:4][CH2:5]1. The yield is 0.600. (4) The reactants are [CH2:1]([O:8][N:9]1[C:15](=[O:16])[N:14]2[CH2:17][C@H:10]1[CH2:11][CH2:12][C@H:13]2[C:18]([OH:20])=O)[C:2]1[CH:7]=[CH:6][CH:5]=[CH:4][CH:3]=1.[NH2:21][O:22][C@@H:23]1[CH2:27][CH2:26][N:25]([C:28]([O:30][C:31]([CH3:34])([CH3:33])[CH3:32])=[O:29])[CH2:24]1.ON1C2C=CC=CC=2N=N1.Cl.C(N=C=NCCCN(C)C)C. The catalyst is C(Cl)Cl. The product is [CH2:1]([O:8][N:9]1[C:15](=[O:16])[N:14]2[CH2:17][C@H:10]1[CH2:11][CH2:12][C@H:13]2[C:18]([NH:21][O:22][C@@H:23]1[CH2:27][CH2:26][N:25]([C:28]([O:30][C:31]([CH3:34])([CH3:33])[CH3:32])=[O:29])[CH2:24]1)=[O:20])[C:2]1[CH:3]=[CH:4][CH:5]=[CH:6][CH:7]=1. The yield is 0.930. (5) The reactants are [CH3:1][N:2]1[C@@H:18]2[CH2:19][C:7]3[CH:8]=[CH:9][C:10]([O:22][CH3:23])=[C:11]4[O:12][C@H:13]5[C:14]([O:20][CH3:21])=[CH:15][CH:16]=[C:17]2[C@:5]5([C:6]=34)[CH2:4][CH2:3]1.C(CN)O.O. The catalyst is C(OCCO)C. The product is [CH3:1][N:2]1[C@@H:18]2[CH2:19][C:7]3[CH:8]=[CH:9][C:10]([O:22][CH3:23])=[C:11]4[O:12][C@H:13]5[C:14]([O:20][CH3:21])=[CH:15][CH2:16][C@@H:17]2[C@:5]5([C:6]=34)[CH2:4][CH2:3]1. The yield is 0.903. (6) The reactants are [CH2:1]([O:3][C:4]([C:6]1[NH:7][C:8]2[C:13]([CH:14]=1)=[CH:12][C:11](Br)=[CH:10][CH:9]=2)=[O:5])[CH3:2].[CH3:16][O:17][C:18]1[CH:23]=[CH:22][CH:21]=[CH:20][C:19]=1B(O)O.C([O-])([O-])=O.[Na+].[Na+].COCCOC.O.CCO. The catalyst is Cl[Pd](Cl)([P](C1C=CC=CC=1)(C1C=CC=CC=1)C1C=CC=CC=1)[P](C1C=CC=CC=1)(C1C=CC=CC=1)C1C=CC=CC=1.O. The product is [CH2:1]([O:3][C:4]([C:6]1[NH:7][C:8]2[C:13]([CH:14]=1)=[CH:12][C:11]([C:19]1[CH:20]=[CH:21][CH:22]=[CH:23][C:18]=1[O:17][CH3:16])=[CH:10][CH:9]=2)=[O:5])[CH3:2]. The yield is 0.370.